Dataset: Catalyst prediction with 721,799 reactions and 888 catalyst types from USPTO. Task: Predict which catalyst facilitates the given reaction. (1) Reactant: Cl[C:2]1[N:7]=[C:6]([CH2:8][CH2:9][C:10]2[CH:15]=[CH:14][CH:13]=[CH:12][C:11]=2[CH:16]([CH3:20])[C:17]([NH2:19])=[O:18])[C:5]([Cl:21])=[CH:4][N:3]=1.[NH2:22][C:23]1[CH:24]=[N:25][N:26]([CH:28]2[CH2:33][CH2:32][N:31]([C:34]([O:36][C:37]([CH3:40])([CH3:39])[CH3:38])=[O:35])[CH2:30][CH2:29]2)[CH:27]=1.C(O)(=O)C. Product: [NH2:19][C:17](=[O:18])[CH:16]([C:11]1[CH:12]=[CH:13][CH:14]=[CH:15][C:10]=1[CH2:9][CH2:8][C:6]1[C:5]([Cl:21])=[CH:4][N:3]=[C:2]([NH:22][C:23]2[CH:24]=[N:25][N:26]([CH:28]3[CH2:29][CH2:30][N:31]([C:34]([O:36][C:37]([CH3:40])([CH3:39])[CH3:38])=[O:35])[CH2:32][CH2:33]3)[CH:27]=2)[N:7]=1)[CH3:20]. The catalyst class is: 51. (2) Reactant: [NH:1]1[C:5]2[CH:6]=[CH:7][CH:8]=[CH:9][C:4]=2[N:3]=[C:2]1[C:10]([C:12]1[CH:17]=[CH:16][C:15]([O:18][C:19]2[C:24](Br)=[CH:23][CH:22]=[CH:21][N:20]=2)=[CH:14][CH:13]=1)=[O:11].CC1(C)C(C)(C)OB([C:34]2[CH2:35][CH2:36][CH2:37][N:38]([C:40](=[O:42])[CH3:41])[CH:39]=2)O1.C([O-])(=O)C.[K+].O1CCOCC1. Product: [NH:1]1[C:5]2[CH:6]=[CH:7][CH:8]=[CH:9][C:4]=2[N:3]=[C:2]1[C:10]([C:12]1[CH:17]=[CH:16][C:15]([O:18][C:19]2[C:24]([C:36]3[CH2:35][CH2:34][CH2:39][N:38]([C:40](=[O:42])[CH3:41])[CH:37]=3)=[CH:23][CH:22]=[CH:21][N:20]=2)=[CH:14][CH:13]=1)=[O:11]. The catalyst class is: 6.